From a dataset of Reaction yield outcomes from USPTO patents with 853,638 reactions. Predict the reaction yield, written as a fraction of the theoretical maximum amount of product (1.0 means a 100% yield; for example, 0.34 means a 34% yield). (1) The reactants are [Br:1][C:2]1[C:3]([OH:12])=[CH:4][C:5]([OH:11])=[C:6]([CH:10]=1)[C:7]([OH:9])=O.Cl.CN(C)CCCN=C=NCC.C1C=CC2N(O)N=NC=2C=1.[CH2:35]1[C:43]2[C:38](=[CH:39][CH:40]=[CH:41][CH:42]=2)[CH2:37][NH:36]1. The catalyst is CN(C=O)C. The product is [Br:1][C:2]1[C:3]([OH:12])=[CH:4][C:5]([OH:11])=[C:6]([C:7]([N:36]2[CH2:37][C:38]3[C:43](=[CH:42][CH:41]=[CH:40][CH:39]=3)[CH2:35]2)=[O:9])[CH:10]=1. The yield is 0.440. (2) The reactants are [N:1]1([C:7]([C:9]2[S:10][CH:11]=[CH:12][CH:13]=2)=[O:8])[CH2:6][CH2:5][NH:4][CH2:3][CH2:2]1.C1([NH:20][C:21]([C:23]2[C:24](=[O:36])[N:25]([CH3:35])[C:26]3[C:31]([C:32]=2O)=[CH:30][C:29]([CH3:34])=[CH:28][CH:27]=3)=O)CCCCC1. The catalyst is C1(C)C=CC=CC=1. The product is [CH2:35]([N:25]1[C:26]2[C:31](=[CH:30][C:29]([CH3:34])=[CH:28][CH:27]=2)[C:32]([N:4]2[CH2:5][CH2:6][N:1]([C:7]([C:9]3[S:10][CH:11]=[CH:12][CH:13]=3)=[O:8])[CH2:2][CH2:3]2)=[C:23]([C:21]#[N:20])[C:24]1=[O:36])[C:26]1[CH:31]=[CH:30][CH:29]=[CH:28][CH:27]=1. The yield is 0.770. (3) The reactants are [NH2:1][C:2]1[CH:7]=[CH:6][C:5]([OH:8])=[C:4]([Cl:9])[CH:3]=1.CC([O-])(C)C.[K+].Cl[C:17]1[CH:22]=[CH:21][N:20]=[C:19]([C:23]([NH2:25])=[O:24])[CH:18]=1.C([O-])([O-])=O.[K+].[K+]. The catalyst is CN(C=O)C.CCOC(C)=O.O. The product is [NH2:1][C:2]1[CH:7]=[CH:6][C:5]([O:8][C:17]2[CH:22]=[CH:21][N:20]=[C:19]([C:23]([NH2:25])=[O:24])[CH:18]=2)=[C:4]([Cl:9])[CH:3]=1. The yield is 0.400. (4) The reactants are [CH:1]1([CH2:4][N:5]2[CH2:10][CH2:9][N:8]([C@@H:11]3[CH2:16][CH2:15][C@H:14]([NH2:17])[CH2:13][CH2:12]3)[CH2:7][CH2:6]2)[CH2:3][CH2:2]1.[CH:18]([N:21]1[C:30]2[N:29]=[C:28]([NH:31][C:32]3[CH:33]=[CH:34][C:35]([C:41](O)=[O:42])=[C:36]4[C:40]=3[O:39][CH2:38][CH2:37]4)[N:27]=[CH:26][C:25]=2[N:24]([CH3:44])[C:23](=[O:45])[C@@H:22]1[CH2:46][CH3:47])([CH3:20])[CH3:19].F[B-](F)(F)F.N1(OC(N(C)C)=[N+](C)C)C2C=CC=CC=2N=N1.C(N(C(C)C)CC)(C)C.N. The catalyst is ClCCl. The product is [CH:1]1([CH2:4][N:5]2[CH2:10][CH2:9][N:8]([C@@H:11]3[CH2:16][CH2:15][C@H:14]([NH:17][C:41]([C:35]4[CH:34]=[CH:33][C:32]([NH:31][C:28]5[N:27]=[CH:26][C:25]6[N:24]([CH3:44])[C:23](=[O:45])[C@H:22]([CH2:46][CH3:47])[N:21]([CH:18]([CH3:19])[CH3:20])[C:30]=6[N:29]=5)=[C:40]5[O:39][CH2:38][CH2:37][C:36]=45)=[O:42])[CH2:13][CH2:12]3)[CH2:7][CH2:6]2)[CH2:2][CH2:3]1. The yield is 0.746. (5) The reactants are [F:1][C:2]1[CH:3]=[C:4]([CH:15]=[CH:16][CH:17]=1)[CH2:5][C:6]1[CH:14]=[CH:13][C:9]([C:10]([OH:12])=O)=[CH:8][CH:7]=1.[Cl:18][C:19]1[CH:20]=[C:21]2[C:25](=[CH:26][CH:27]=1)[N:24]([CH3:28])[CH:23]=[C:22]2[CH2:29][CH2:30][NH2:31].CN(C(ON1N=NC2C=CC=NC1=2)=[N+](C)C)C.F[P-](F)(F)(F)(F)F.C(N(CC)C(C)C)(C)C. The catalyst is CN(C=O)C. The product is [Cl:18][C:19]1[CH:20]=[C:21]2[C:25](=[CH:26][CH:27]=1)[N:24]([CH3:28])[CH:23]=[C:22]2[CH2:29][CH2:30][NH:31][C:10](=[O:12])[C:9]1[CH:8]=[CH:7][C:6]([CH2:5][C:4]2[CH:15]=[CH:16][CH:17]=[C:2]([F:1])[CH:3]=2)=[CH:14][CH:13]=1. The yield is 0.230. (6) The reactants are [Br:1][C:2]1[C:3]([CH3:14])=[C:4]2[C:11](C#N)=[CH:10][NH:9][C:5]2=[N:6][C:7]=1[CH3:8].[OH-].[Na+]. The catalyst is Cl. The product is [Br:1][C:2]1[C:3]([CH3:14])=[C:4]2[CH:11]=[CH:10][NH:9][C:5]2=[N:6][C:7]=1[CH3:8]. The yield is 0.920. (7) The reactants are [CH3:1][CH2:2][CH2:3][CH2:4][CH:5]([OH:10])[CH2:6][CH2:7][CH2:8][CH3:9].ClCCl.[Cl:14][C:15](Cl)([O:17]C(=O)OC(Cl)(Cl)Cl)Cl. The catalyst is N1C=CC=CC=1. The product is [Cl:14][C:15]([O:10][CH:5]([CH2:6][CH2:7][CH2:8][CH3:9])[CH2:4][CH2:3][CH2:2][CH3:1])=[O:17]. The yield is 0.840.